From a dataset of Reaction yield outcomes from USPTO patents with 853,638 reactions. Predict the reaction yield, written as a fraction of the theoretical maximum amount of product (1.0 means a 100% yield; for example, 0.34 means a 34% yield). The reactants are [CH3:1][C:2]1[N:7]=[C:6]([C:8]2[C:9]([NH:14][C:15]3[C:16]4[CH:17]=[N:18][NH:19][C:20]=4[CH:21]=[CH:22][CH:23]=3)=[N:10][CH:11]=[CH:12][N:13]=2)[CH:5]=[C:4](S(C)=O)[N:3]=1.[NH3:27]. No catalyst specified. The product is [NH2:27][C:4]1[N:3]=[C:2]([CH3:1])[N:7]=[C:6]([C:8]2[C:9]([NH:14][C:15]3[C:16]4[CH:17]=[N:18][NH:19][C:20]=4[CH:21]=[CH:22][CH:23]=3)=[N:10][CH:11]=[CH:12][N:13]=2)[CH:5]=1. The yield is 0.390.